Dataset: Reaction yield outcomes from USPTO patents with 853,638 reactions. Task: Predict the reaction yield, written as a fraction of the theoretical maximum amount of product (1.0 means a 100% yield; for example, 0.34 means a 34% yield). The reactants are [NH:1]1[C:9]2[C:4](=[CH:5][CH:6]=[CH:7][CH:8]=2)[C:3]2([CH2:12][CH2:11][CH2:10]2)[C:2]1=[O:13].Cl.Cl[CH2:16][C:17]1[N:21]([CH2:22][CH2:23][CH:24]([CH3:26])[CH3:25])[C:20]2[CH:27]=[CH:28][CH:29]=[CH:30][C:19]=2[N:18]=1. No catalyst specified. The product is [CH2:22]([N:21]1[C:20]2[CH:27]=[CH:28][CH:29]=[CH:30][C:19]=2[N:18]=[C:17]1[CH2:16][N:1]1[C:9]2[C:4](=[CH:5][CH:6]=[CH:7][CH:8]=2)[C:3]2([CH2:12][CH2:11][CH2:10]2)[C:2]1=[O:13])[CH2:23][CH:24]([CH3:26])[CH3:25]. The yield is 0.320.